Dataset: Full USPTO retrosynthesis dataset with 1.9M reactions from patents (1976-2016). Task: Predict the reactants needed to synthesize the given product. (1) Given the product [CH:9]1([CH:3]([C:2]2[CH:7]=[CH:6][CH:5]=[CH:4][CH:8]=2)[N:17]2[CH2:22][CH2:21][CH:20]([CH2:23][CH2:24][CH2:25][CH2:26][NH:27][C:28](=[O:37])[CH:29]=[CH:30][C:31]3[CH:32]=[N:33][CH:34]=[CH:35][CH:36]=3)[CH2:19][CH2:18]2)[CH2:10][CH2:11][CH2:12][CH2:13][CH2:14]1, predict the reactants needed to synthesize it. The reactants are: Br[C:2]1[C:3]([CH:9]2[CH2:14][CH2:13][CH2:12][CH2:11][CH2:10]2)=[C:4]([CH3:8])[CH:5]=[CH:6][CH:7]=1.Cl.Cl.[NH:17]1[CH2:22][CH2:21][CH:20]([CH2:23][CH2:24][CH2:25][CH2:26][NH:27][C:28](=[O:37])[CH:29]=[CH:30][C:31]2[CH:32]=[N:33][CH:34]=[CH:35][CH:36]=2)[CH2:19][CH2:18]1.C(=O)([O-])[O-].[K+].[K+].[I-].[Na+]. (2) Given the product [O:17]([C:25]1[CH:26]=[C:27]([C@@H:31]([NH2:33])[CH3:32])[CH:28]=[CH:29][CH:30]=1)[C:11]1[CH:16]=[CH:15][CH:14]=[CH:13][CH:12]=1, predict the reactants needed to synthesize it. The reactants are: N1C=CC=CC=1CC(=O)C.[C:11]1([OH:17])[CH:16]=[CH:15][CH:14]=[CH:13][CH:12]=1.C([O-])([O-])=O.[Cs+].[Cs+].Br[C:25]1[CH:26]=[C:27]([C@@H:31]([NH2:33])[CH3:32])[CH:28]=[CH:29][CH:30]=1. (3) Given the product [CH3:49][N:20]([CH3:19])[C:21]([NH:23][C:24]1[CH:29]=[CH:28][C:27]([C:30]2[N:31]=[C:32]([CH2:43][S:7][CH2:6][CH2:5][NH:4][C:1](=[O:3])[CH3:2])[CH:33]=[C:34]([N:36]3[CH2:41][CH2:40][O:39][CH2:38][C@@H:37]3[CH3:42])[N:35]=2)=[CH:26][CH:25]=1)=[O:22], predict the reactants needed to synthesize it. The reactants are: [C:1]([NH:4][CH2:5][CH2:6][SH:7])(=[O:3])[CH3:2].C1CCN2C(=NCCC2)CC1.[CH3:19][N:20]([CH3:49])[C:21]([NH:23][C:24]1[CH:29]=[CH:28][C:27]([C:30]2[N:35]=[C:34]([N:36]3[CH2:41][CH2:40][O:39][CH2:38][C@@H:37]3[CH3:42])[CH:33]=[C:32]([CH2:43]OS(C)(=O)=O)[N:31]=2)=[CH:26][CH:25]=1)=[O:22]. (4) Given the product [NH2:4][C:5]1[CH:9]=[CH:8][N:7]([C:10]2[CH:11]=[CH:12][C:13]([Br:16])=[CH:14][CH:15]=2)[C:6]=1[C:17]([O:19][CH2:20][CH3:21])=[O:18], predict the reactants needed to synthesize it. The reactants are: C([NH:4][C:5]1[CH:9]=[CH:8][N:7]([C:10]2[CH:15]=[CH:14][C:13]([Br:16])=[CH:12][CH:11]=2)[C:6]=1[C:17]([O:19][CH2:20][CH3:21])=[O:18])(=O)C.Cl. (5) Given the product [F:1][C:2]1[CH:3]=[C:4]2[NH:20][N:21]([C:41]([O:40][C:37]([CH3:39])([CH3:38])[CH3:36])=[O:42])[CH:22]([C:23]3[CH:28]=[CH:27][C:26]([F:29])=[CH:25][CH:24]=3)[CH:13]([C:14]3[N:18]([CH3:19])[N:17]=[CH:16][N:15]=3)[C:6]3=[N:7][NH:8][C:9](=[O:12])[C:10]([CH:11]=1)=[C:5]23, predict the reactants needed to synthesize it. The reactants are: [F:1][C:2]1[CH:11]=[C:10]2[C:5]([C:6]([CH2:13][C:14]3[N:18]([CH3:19])[N:17]=[CH:16][N:15]=3)=[N:7][NH:8][C:9]2=[O:12])=[C:4]([NH:20]/[N:21]=[CH:22]/[C:23]2[CH:28]=[CH:27][C:26]([F:29])=[CH:25][CH:24]=2)[CH:3]=1.C([O-])([O-])=O.[Cs+].[Cs+].[CH3:36][C:37]([O:40][C:41](O[C:41]([O:40][C:37]([CH3:39])([CH3:38])[CH3:36])=[O:42])=[O:42])([CH3:39])[CH3:38]. (6) Given the product [CH2:39]([O:41][C:42](=[O:45])[CH2:43][NH:44][C:23](=[O:24])[C:22]1[CH:26]=[CH:27][C:19]([C:10]2[C:11]3[C:6](=[CH:5][C:4]([O:3][CH2:1][CH3:2])=[C:13]4[O:14][C:15]([CH3:17])([CH3:18])[CH2:16][C:12]4=3)[CH2:7][C:8]([CH3:36])([CH3:37])[N:9]=2)=[CH:20][C:21]=1[NH:28][CH2:29][C:30]1[CH:31]=[CH:32][CH:33]=[CH:34][CH:35]=1)[CH3:40], predict the reactants needed to synthesize it. The reactants are: [CH2:1]([O:3][C:4]1[CH:5]=[C:6]2[C:11](=[C:12]3[CH2:16][C:15]([CH3:18])([CH3:17])[O:14][C:13]=13)[C:10]([C:19]1[CH:27]=[CH:26][C:22]([C:23](O)=[O:24])=[C:21]([NH:28][CH2:29][C:30]3[CH:35]=[CH:34][CH:33]=[CH:32][CH:31]=3)[CH:20]=1)=[N:9][C:8]([CH3:37])([CH3:36])[CH2:7]2)[CH3:2].Cl.[CH2:39]([O:41][C:42](=[O:45])[CH2:43][NH2:44])[CH3:40].O.ON1C2C=CC=CC=2N=N1.Cl.C(N=C=NCCCN(C)C)C.